From a dataset of Catalyst prediction with 721,799 reactions and 888 catalyst types from USPTO. Predict which catalyst facilitates the given reaction. (1) Reactant: O.C(O)(=O)C.Br.[O:7]=[C:8]([OH:20])[C@@H:9]([C@H:11]([C@@H:13]([C@@H:15]([C:17]([OH:19])=[O:18])O)O)O)O. Product: [C:17]([OH:19])(=[O:18])[CH2:15][CH2:13][CH2:11][CH2:9][C:8]([OH:20])=[O:7]. The catalyst class is: 15. (2) Reactant: [CH3:1][O:2][C:3]1[CH:8]=[CH:7][C:6]([C:9]2[CH:17]=[CH:16][CH:15]=[C:14]3[C:10]=2[CH2:11][C:12](=[O:18])[NH:13]3)=[CH:5][CH:4]=1.[CH2:19]([N:21]([CH2:35][CH3:36])[CH2:22][CH2:23][NH:24][C:25]([C:27]1[NH:28][C:29]([CH:33]=O)=[C:30]([CH3:32])[CH:31]=1)=[O:26])[CH3:20]. Product: [CH2:35]([N:21]([CH2:19][CH3:20])[CH2:22][CH2:23][NH:24][C:25]([C:27]1[NH:28][C:29]([CH:33]=[C:11]2[C:10]3[C:14](=[CH:15][CH:16]=[CH:17][C:9]=3[C:6]3[CH:7]=[CH:8][C:3]([O:2][CH3:1])=[CH:4][CH:5]=3)[NH:13][C:12]2=[O:18])=[C:30]([CH3:32])[CH:31]=1)=[O:26])[CH3:36]. The catalyst class is: 360.